From a dataset of Forward reaction prediction with 1.9M reactions from USPTO patents (1976-2016). Predict the product of the given reaction. (1) Given the reactants [CH3:1][O:2][C:3]1[CH:4]=[C:5]2[C:10](=[CH:11][C:12]=1[O:13][CH3:14])[N:9]=[N:8][CH:7]=[C:6]2O.P(Br)(Br)([Br:18])=O.C([O-])(=O)C.[Na+].C(O)C, predict the reaction product. The product is: [Br:18][C:6]1[C:5]2[C:10](=[CH:11][C:12]([O:13][CH3:14])=[C:3]([O:2][CH3:1])[CH:4]=2)[N:9]=[N:8][CH:7]=1. (2) Given the reactants Br[C:2]1[CH:3]=[CH:4][C:5]([F:9])=[C:6]([CH3:8])[CH:7]=1.II.[Mg].[CH:13]([O-])([O-])[O:14]CC.S(=O)(=O)(O)O, predict the reaction product. The product is: [F:9][C:5]1[CH:4]=[CH:3][C:2]([CH:13]=[O:14])=[CH:7][C:6]=1[CH3:8]. (3) Given the reactants [N+:1]([C:4]1[CH:5]=[C:6]2[C:10](=[CH:11][CH:12]=1)[NH:9][C:8]([C:13]([O:15][CH2:16][CH3:17])=[O:14])=[CH:7]2)([O-:3])=[O:2].[C:18](=O)([O-])[O-].[K+].[K+].C1(C)C=CC(S(OC)(=O)=O)=CC=1.O, predict the reaction product. The product is: [CH3:18][N:9]1[C:10]2[C:6](=[CH:5][C:4]([N+:1]([O-:3])=[O:2])=[CH:12][CH:11]=2)[CH:7]=[C:8]1[C:13]([O:15][CH2:16][CH3:17])=[O:14]. (4) Given the reactants CS([O:5][CH2:6][CH2:7][O:8][CH2:9][CH2:10][N:11]=[N+:12]=[N-:13])(=O)=O.[C:14]([O-])(=[S:16])[CH3:15].[K+], predict the reaction product. The product is: [C:14]([O:5][CH2:6][CH2:7][O:8][CH2:9][CH2:10][N:11]=[N+:12]=[N-:13])(=[S:16])[CH3:15]. (5) Given the reactants [C:1]12([NH2:11])[CH2:10][CH:5]3[CH2:6][CH:7]([CH2:9][CH:3]([CH2:4]3)[CH2:2]1)[CH2:8]2.[O:12]1[CH:16]=[CH:15][C:14]([C:17]2[CH:24]=[CH:23][C:20]([CH:21]=O)=[C:19]([OH:25])[CH:18]=2)=[CH:13]1, predict the reaction product. The product is: [C:1]12([NH:11][CH2:21][C:20]3[CH:23]=[CH:24][C:17]([C:14]4[CH:15]=[CH:16][O:12][CH:13]=4)=[CH:18][C:19]=3[OH:25])[CH2:8][CH:7]3[CH2:6][CH:5]([CH2:4][CH:3]([CH2:9]3)[CH2:2]1)[CH2:10]2. (6) The product is: [CH3:3][C:4]1[C:12]2[C:11]([CH2:13][CH:14]3[N:18]4[CH:19]=[CH:20][CH:21]=[CH:22][C:17]4=[N:16][C:15]3=[O:23])=[CH:10][S:9][C:8]=2[CH:7]=[CH:6][CH:5]=1. Given the reactants [BH4-].[Na+].[CH3:3][C:4]1[C:12]2[C:11]([CH:13]=[C:14]3[N:18]4[CH:19]=[CH:20][CH:21]=[CH:22][C:17]4=[N:16][C:15]3=[O:23])=[CH:10][S:9][C:8]=2[CH:7]=[CH:6][CH:5]=1, predict the reaction product. (7) Given the reactants Cl[C:2]1[N:7]=[CH:6][N:5]=[C:4]([NH:8][C:9]2[CH:14]=[CH:13][C:12]([N:15]3[CH2:20][CH2:19][N:18]([CH:21]4[CH2:24][O:23][CH2:22]4)[CH2:17][CH2:16]3)=[CH:11][CH:10]=2)[N:3]=1.[O:25]1[CH2:30][CH2:29][CH:28]([O:31][C:32]2[CH:39]=[CH:38][C:37](B3OC(C)(C)C(C)(C)O3)=[CH:36][C:33]=2[C:34]#[N:35])[CH2:27][CH2:26]1.C1(P(C2C=CC=CC=2)C2C=CC=CC=2)C=CC=CC=1.C(=O)([O-])[O-].[Na+].[Na+], predict the reaction product. The product is: [O:23]1[CH2:24][CH:21]([N:18]2[CH2:19][CH2:20][N:15]([C:12]3[CH:13]=[CH:14][C:9]([NH:8][C:4]4[N:5]=[CH:6][N:7]=[C:2]([C:37]5[CH:38]=[CH:39][C:32]([O:31][CH:28]6[CH2:29][CH2:30][O:25][CH2:26][CH2:27]6)=[C:33]([CH:36]=5)[C:34]#[N:35])[N:3]=4)=[CH:10][CH:11]=3)[CH2:16][CH2:17]2)[CH2:22]1. (8) Given the reactants C1(C)C(C)=C[CH:4]=[CH:5][CH:6]=1.[C:9]1([P:15]([C:22]2[CH:27]=[CH:26][CH:25]=[CH:24][CH:23]=2)[C:16]2[CH:21]=[CH:20][CH:19]=[CH:18][CH:17]=2)[CH:14]=[CH:13][CH:12]=[CH:11][CH:10]=1.[N:28]([C:36]([O:38][CH:39]([CH3:41])[CH3:40])=[O:37])=[N:29]C(OC(C)C)=[O:31].N(C([O-])=O)=N[C:44]([O-:46])=[O:45], predict the reaction product. The product is: [C:22]1([P:15](=[O:31])([C:9]2[CH:10]=[CH:11][CH:12]=[CH:13][CH:14]=2)[C:16]2[CH:21]=[CH:20][CH:19]=[CH:18][CH:17]=2)[CH:23]=[CH:24][CH:25]=[CH:26][CH:27]=1.[N:28]([C:44]([O:46][CH:5]([CH3:4])[CH3:6])=[O:45])([C:36]([O:38][CH:39]([CH3:40])[CH3:41])=[O:37])[NH2:29]. (9) Given the reactants [C:1]([O:5][C:6]([N:8]([C:17]1[CH:32]=[CH:31][C:20]([C:21]([O:23]CC2C=CC=CC=2)=[O:22])=[CH:19][CH:18]=1)[S:9]([CH2:12][CH2:13][N:14]([CH3:16])[CH3:15])(=[O:11])=[O:10])=[O:7])([CH3:4])([CH3:3])[CH3:2].C([O-])=O.[NH4+].O, predict the reaction product. The product is: [C:1]([O:5][C:6]([N:8]([C:17]1[CH:32]=[CH:31][C:20]([C:21]([OH:23])=[O:22])=[CH:19][CH:18]=1)[S:9]([CH2:12][CH2:13][N:14]([CH3:16])[CH3:15])(=[O:10])=[O:11])=[O:7])([CH3:4])([CH3:2])[CH3:3]. (10) Given the reactants [OH:1][CH:2]([CH3:21])[CH2:3][C:4]1([CH3:20])[O:9][CH2:8][CH2:7][N:6](C(OCC2C=CC=CC=2)=O)[CH2:5]1, predict the reaction product. The product is: [CH3:20][C:4]1([CH2:3][CH:2]([OH:1])[CH3:21])[O:9][CH2:8][CH2:7][NH:6][CH2:5]1.